From a dataset of Full USPTO retrosynthesis dataset with 1.9M reactions from patents (1976-2016). Predict the reactants needed to synthesize the given product. (1) Given the product [Cl:2][C:3]1[CH:18]=[CH:17][C:6]2[NH:7][C:8]3[CH:16]=[CH:15][CH:14]=[CH:13][C:9]=3[N:10]=[C:11]([N:12]3[CH2:26][CH2:25][NH:24][C@@H:23]([CH2:22][CH2:21][O:20][CH3:19])[CH2:28]3)[C:5]=2[CH:4]=1, predict the reactants needed to synthesize it. The reactants are: Cl.[Cl:2][C:3]1[CH:18]=[CH:17][C:6]2[NH:7][C:8]3[CH:16]=[CH:15][CH:14]=[CH:13][C:9]=3[N:10]=[C:11]([NH2:12])[C:5]=2[CH:4]=1.[CH3:19][O:20][CH2:21][CH2:22][C@H:23]1[CH2:28]N[CH2:26][CH2:25][NH:24]1.C(N(CC)C(C)C)(C)C.CS(C)=O. (2) Given the product [CH2:31]([O:33][C:34](=[O:42])[C:35]1[CH:40]=[CH:39][C:38]([C:28]#[C:26][C:14]2[CH:15]=[C:16]3[C:25](=[CH:12][CH:13]=2)[N:45]([CH:48]2[CH2:49][CH2:50]2)[CH2:19][CH2:18][C:17]3([CH3:23])[CH3:24])=[CH:37][CH:36]=1)[CH3:32], predict the reactants needed to synthesize it. The reactants are: COC(=O)C1C=CC(C#C[C:12]2[CH:13]=[C:14]([CH:26]3[CH2:28]C3)[C:15]3O[C:19]4(CC4)[CH2:18][C:17]([CH3:24])([CH3:23])[C:16]=3[CH:25]=2)=CC=1F.[CH2:31]([O:33][C:34](=[O:42])[C:35]1[CH:40]=[CH:39][C:38](I)=[CH:37][CH:36]=1)[CH3:32].C([N:45]([CH2:48][CH3:49])CC)C.[C:50](OCC)(=O)C.